From a dataset of Forward reaction prediction with 1.9M reactions from USPTO patents (1976-2016). Predict the product of the given reaction. (1) Given the reactants [N:1]1[CH:6]=[CH:5][CH:4]=[C:3]([C:7]2[CH:8]=[C:9]3[N:14]([CH:15]=2)[N:13]=[CH:12][N:11]=[C:10]3O)[CH:2]=1.O=P(Cl)(Cl)[Cl:19].CCN(C(C)C)C(C)C, predict the reaction product. The product is: [Cl:19][C:10]1[C:9]2=[CH:8][C:7]([C:3]3[CH:2]=[N:1][CH:6]=[CH:5][CH:4]=3)=[CH:15][N:14]2[N:13]=[CH:12][N:11]=1. (2) Given the reactants [OH-].[Na+].C([O:5][C:6](=[O:31])[C@@H:7]([O:28][CH2:29][CH3:30])[CH2:8][C:9]1[CH:14]=[CH:13][C:12]([O:15][CH2:16]/[CH:17]=[C:18](/[CH3:27])\[C:19]#CC2C=CC=CC=2)=[CH:11][CH:10]=1)C.[CH2:32](O)[CH3:33], predict the reaction product. The product is: [C:8]1([C:33]2[CH:32]=[CH:14][CH:13]=[CH:12][CH:11]=2)[CH:9]=[CH:10][C:19](/[C:18](/[CH3:27])=[CH:17]/[CH2:16][O:15][C:12]2[CH:11]=[CH:10][C:9]([CH2:8][C@H:7]([O:28][CH2:29][CH3:30])[C:6]([OH:5])=[O:31])=[CH:14][CH:13]=2)=[CH:6][CH:7]=1. (3) Given the reactants [C:1]([NH:8][C@H:9]([C:11]([OH:13])=O)[CH3:10])([O:3][C:4]([CH3:7])([CH3:6])[CH3:5])=[O:2].C1C=CC2N(O)N=NC=2C=1.Cl.[CH3:25][NH:26][O:27][CH3:28].C(N(CC)CC)C.C1(N=C=NC2CCCCC2)CCCCC1, predict the reaction product. The product is: [C:4]([O:3][C:1]([NH:8][C@@H:9]([CH3:10])[C:11]([N:26]([O:27][CH3:28])[CH3:25])=[O:13])=[O:2])([CH3:5])([CH3:6])[CH3:7]. (4) The product is: [F:29][C:6]([F:5])([F:28])[C:7]([NH:9][C:10]1[CH:11]=[C:12]([F:27])[C:13]([CH:16]2[CH2:20][CH2:19][CH2:18][N:17]2[C:21](=[O:26])[C:22]([F:23])([F:24])[F:25])=[CH:14][C:15]=1[N+:1]([O-:4])=[O:2])=[O:8]. Given the reactants [N+:1]([O-:4])(O)=[O:2].[F:5][C:6]([F:29])([F:28])[C:7]([NH:9][C:10]1[CH:15]=[CH:14][C:13]([CH:16]2[CH2:20][CH2:19][CH2:18][N:17]2[C:21](=[O:26])[C:22]([F:25])([F:24])[F:23])=[C:12]([F:27])[CH:11]=1)=[O:8], predict the reaction product. (5) Given the reactants [Br:1][C:2]1[CH:7]=[C:6]([N+:8]([O-])=O)[CH:5]=[C:4]([N+:11]([O-:13])=[O:12])[CH:3]=1.C1(C)C=CC=CC=1.[SH-].[Na+], predict the reaction product. The product is: [Br:1][C:2]1[CH:7]=[C:6]([CH:5]=[C:4]([N+:11]([O-:13])=[O:12])[CH:3]=1)[NH2:8]. (6) Given the reactants [CH2:1]([C:3]1[CH:8]=[CH:7][CH:6]=[CH:5][C:4]=1[OH:9])[CH3:2].C(=O)([O-])[O-].[K+].[K+].[CH2:16]([O:18][C:19](=[O:22])[CH2:20]Br)[CH3:17], predict the reaction product. The product is: [CH2:1]([C:3]1[CH:8]=[CH:7][CH:6]=[CH:5][C:4]=1[O:9][CH2:20][C:19]([O:18][CH2:16][CH3:17])=[O:22])[CH3:2]. (7) Given the reactants C(OC([N:8]([C:25]1[CH:30]=[C:29]([N:31]2[CH2:36][CH2:35][N:34](C(OC(C)(C)C)=O)[CH2:33][CH2:32]2)[N:28]=[C:27]([C:44]2[CH:49]=[CH:48][CH:47]=[C:46]([O:50][CH3:51])[CH:45]=2)[N:26]=1)[C:9]1[CH:10]=[C:11]2[C:15](=[CH:16][CH:17]=1)[N:14](C(OC(C)(C)C)=O)[N:13]=[CH:12]2)=O)(C)(C)C.C(O)(C(F)(F)F)=O, predict the reaction product. The product is: [CH3:51][O:50][C:46]1[CH:45]=[C:44]([C:27]2[N:26]=[C:25]([NH:8][C:9]3[CH:10]=[C:11]4[C:15](=[CH:16][CH:17]=3)[NH:14][N:13]=[CH:12]4)[CH:30]=[C:29]([N:31]3[CH2:36][CH2:35][NH:34][CH2:33][CH2:32]3)[N:28]=2)[CH:49]=[CH:48][CH:47]=1. (8) Given the reactants C[Si](C)(C)[O:3][C@H:4]1[CH2:8][CH2:7][CH2:6][C@@H:5]1[NH:9][C:10](=[O:16])[O:11][C:12]([CH3:15])([CH3:14])[CH3:13].[F-].C([N+](CCCC)(CCCC)CCCC)CCC.O, predict the reaction product. The product is: [OH:3][C@H:4]1[CH2:8][CH2:7][CH2:6][C@@H:5]1[NH:9][C:10](=[O:16])[O:11][C:12]([CH3:14])([CH3:13])[CH3:15].